Dataset: Full USPTO retrosynthesis dataset with 1.9M reactions from patents (1976-2016). Task: Predict the reactants needed to synthesize the given product. (1) Given the product [CH2:1]([O:8][C:9]([C:11]1[CH:20]=[C:19]([O:21][CH2:22][C:23]2[CH:28]=[CH:27][CH:26]=[CH:25][CH:24]=2)[C:18]2[C:13](=[C:14]([C:35]#[C:30][CH2:31][CH2:32][CH2:33][CH3:34])[CH:15]=[CH:16][CH:17]=2)[N:12]=1)=[O:10])[C:2]1[CH:7]=[CH:6][CH:5]=[CH:4][CH:3]=1, predict the reactants needed to synthesize it. The reactants are: [CH2:1]([O:8][C:9]([C:11]1[CH:20]=[C:19]([O:21][CH2:22][C:23]2[CH:28]=[CH:27][CH:26]=[CH:25][CH:24]=2)[C:18]2[C:13](=[C:14](Br)[CH:15]=[CH:16][CH:17]=2)[N:12]=1)=[O:10])[C:2]1[CH:7]=[CH:6][CH:5]=[CH:4][CH:3]=1.[C:30]1(C#C)[CH:35]=[CH:34][CH:33]=[CH:32][CH:31]=1.C#CCCCC. (2) Given the product [CH3:15][N:14]([CH3:16])[CH:11]1[CH2:12][CH2:13][N:8]([C:4]2[CH:3]=[C:2]([B:17]([OH:21])[OH:18])[CH:7]=[CH:6][N:5]=2)[CH2:9][CH2:10]1, predict the reactants needed to synthesize it. The reactants are: Br[C:2]1[CH:7]=[CH:6][N:5]=[C:4]([N:8]2[CH2:13][CH2:12][CH:11]([N:14]([CH3:16])[CH3:15])[CH2:10][CH2:9]2)[CH:3]=1.[B:17]1(B2OC(C)(C)C(C)(C)O2)[O:21]C(C)(C)C(C)(C)[O:18]1.C([O-])(=O)C.[K+]. (3) Given the product [CH3:1][O:2][C:3]1[C:8]2[O:9][CH2:10][CH2:11][O:12][C:7]=2[C:6]([O:13][CH3:14])=[CH:5][CH:4]=1, predict the reactants needed to synthesize it. The reactants are: [CH3:1][O:2][C:3]1[C:8]2[O:9][CH2:10][CH2:11][O:12][C:7]=2[C:6]([OH:13])=[CH:5][CH:4]=1.[C:14]([O-])([O-])=O.[K+].[K+].CI.